From a dataset of Forward reaction prediction with 1.9M reactions from USPTO patents (1976-2016). Predict the product of the given reaction. Given the reactants [F:1][C:2]([F:31])([F:30])[C:3]1[CH:8]=[CH:7][C:6]([C:9]2[CH:10]=[C:11]([CH:27]=[CH:28][CH:29]=2)[CH2:12][O:13][C:14]2[CH:19]=[CH:18][C:17](/[CH:20]=[CH:21]/[C:22]([O:24][CH3:25])=[O:23])=[C:16]([OH:26])[CH:15]=2)=[CH:5][CH:4]=1.[CH2:32](Br)[C:33]#[CH:34].C([O-])([O-])=O.[K+].[K+].O, predict the reaction product. The product is: [F:1][C:2]([F:30])([F:31])[C:3]1[CH:4]=[CH:5][C:6]([C:9]2[CH:10]=[C:11]([CH:27]=[CH:28][CH:29]=2)[CH2:12][O:13][C:14]2[CH:19]=[CH:18][C:17](/[CH:20]=[CH:21]/[C:22]([O:24][CH3:25])=[O:23])=[C:16]([O:26][CH2:34][C:33]#[CH:32])[CH:15]=2)=[CH:7][CH:8]=1.